Task: Predict the product of the given reaction.. Dataset: Forward reaction prediction with 1.9M reactions from USPTO patents (1976-2016) (1) Given the reactants [NH2:1][C@@H:2]1[C:8]2[CH:9]=[CH:10][CH:11]=[CH:12][C:7]=2[CH2:6][CH2:5][CH2:4][C@H:3]1[OH:13].C(N(CC)CC)C.[CH:21]1[CH:26]=[CH:25][C:24]([S:27](Cl)(=[O:29])=[O:28])=[CH:23][CH:22]=1, predict the reaction product. The product is: [C:24]1([S:27]([NH:1][C@@H:2]2[C:8]3[CH:9]=[CH:10][CH:11]=[CH:12][C:7]=3[CH2:6][CH2:5][CH2:4][C@H:3]2[OH:13])(=[O:29])=[O:28])[CH:25]=[CH:26][CH:21]=[CH:22][CH:23]=1. (2) Given the reactants [Cl:1][C:2]1[CH:10]=[CH:9][C:8]2[C:4](=[CH:5][N:6]([CH2:11][C:12]3[CH:13]=[C:14]([CH:19]=[CH:20][N:21]=3)[C:15]([O:17]C)=[O:16])[N:7]=2)[CH:3]=1.O[Li].O.O, predict the reaction product. The product is: [Cl:1][C:2]1[CH:10]=[CH:9][C:8]2[C:4](=[CH:5][N:6]([CH2:11][C:12]3[CH:13]=[C:14]([CH:19]=[CH:20][N:21]=3)[C:15]([OH:17])=[O:16])[N:7]=2)[CH:3]=1. (3) Given the reactants [H-].[Na+].C([O:5][C:6](=O)[CH2:7][NH:8][C:9](=[O:34])[CH2:10][C:11]1[N:15]([C:16]([O:18][C:19]([CH3:22])([CH3:21])[CH3:20])=[O:17])[C:14]2[CH:23]=[C:24]([N:28]3[CH2:33][CH2:32][O:31][CH2:30][CH2:29]3)[CH:25]=[C:26]([CH3:27])[C:13]=2[N:12]=1)C.C(OCC)(=O)C.[Cl-].[NH4+], predict the reaction product. The product is: [OH:5][C:6]1[CH2:7][NH:8][C:9](=[O:34])[C:10]=1[C:11]1[N:15]([C:16]([O:18][C:19]([CH3:21])([CH3:20])[CH3:22])=[O:17])[C:14]2[CH:23]=[C:24]([N:28]3[CH2:29][CH2:30][O:31][CH2:32][CH2:33]3)[CH:25]=[C:26]([CH3:27])[C:13]=2[N:12]=1. (4) Given the reactants C(N(CC)CC)C.Cl.[CH3:9][NH:10][O:11][CH3:12].Cl[CH2:14][C:15]1[N:16]([CH2:29][C:30]([OH:33])([CH3:32])[CH3:31])[C:17]2[C:26]3[CH:25]=[CH:24][CH:23]=[CH:22][C:21]=3[N:20]=[C:19]([NH2:27])[C:18]=2[N:28]=1.O, predict the reaction product. The product is: [OH:33][C:30]([CH3:32])([CH3:31])[CH2:29][N:16]1[C:17]2[C:26]3[CH:25]=[CH:24][CH:23]=[CH:22][C:21]=3[N:20]=[C:19]([NH2:27])[C:18]=2[N:28]=[C:15]1[CH2:14][N:10]([O:11][CH3:12])[CH3:9].